From a dataset of Reaction yield outcomes from USPTO patents with 853,638 reactions. Predict the reaction yield, written as a fraction of the theoretical maximum amount of product (1.0 means a 100% yield; for example, 0.34 means a 34% yield). (1) The reactants are [N+:1]([C:4]1[CH:5]=[C:6]2[N:12]=[C:11]([CH:13]3[CH2:18][CH2:17][N:16]([C:19]([O:21][CH2:22][C:23]4[CH:28]=[CH:27][CH:26]=[CH:25][CH:24]=4)=[O:20])[CH2:15][CH2:14]3)[NH:10][C:7]2=[N:8][CH:9]=1)([O-])=O.O.O.[Sn](Cl)Cl. The catalyst is CO.CCOC(C)=O. The product is [NH2:1][C:4]1[CH:5]=[C:6]2[N:12]=[C:11]([CH:13]3[CH2:18][CH2:17][N:16]([C:19]([O:21][CH2:22][C:23]4[CH:28]=[CH:27][CH:26]=[CH:25][CH:24]=4)=[O:20])[CH2:15][CH2:14]3)[NH:10][C:7]2=[N:8][CH:9]=1. The yield is 0.570. (2) The reactants are [CH3:1][CH:2]([CH2:5][OH:6])[CH2:3][OH:4].[O:7]1[CH:12]=[CH:11][CH2:10][CH2:9][CH2:8]1. The catalyst is CC1C=CC(S(O)(=O)=O)=CC=1. The product is [CH3:1][CH:2]([CH2:5][O:6][CH:8]1[CH2:9][CH2:10][CH2:11][CH2:12][O:7]1)[CH2:3][OH:4]. The yield is 0.180.